Binary classification across 12 toxicity assays. From a dataset of Tox21: 12 toxicity assays (nuclear receptors and stress response pathways). The molecule is CC/C=C\CC/C=C/C(OCC)OCC. It tested positive (active) for: SR-ARE (Antioxidant Response Element (oxidative stress)).